This data is from Forward reaction prediction with 1.9M reactions from USPTO patents (1976-2016). The task is: Predict the product of the given reaction. Given the reactants C([O:4][C@@H:5]([CH2:8][C:9]1[CH:14]=[C:13]([F:15])[CH:12]=[CH:11][C:10]=1[OH:16])[CH2:6][Br:7])(=O)C.Cl, predict the reaction product. The product is: [Br:7][CH2:6][C@@H:5]([OH:4])[CH2:8][C:9]1[CH:14]=[C:13]([F:15])[CH:12]=[CH:11][C:10]=1[OH:16].